Dataset: Forward reaction prediction with 1.9M reactions from USPTO patents (1976-2016). Task: Predict the product of the given reaction. (1) Given the reactants [H-].[Al+3].[Li+].[H-].[H-].[H-].CON(C)[C:10](=[O:24])[C:11]1[C:16]([CH3:17])=[CH:15][C:14]([O:18][CH3:19])=[CH:13][C:12]=1[O:20][CH2:21][O:22][CH3:23].[F-].[Na+].O, predict the reaction product. The product is: [CH3:19][O:18][C:14]1[CH:15]=[C:16]([CH3:17])[C:11]([CH:10]=[O:24])=[C:12]([O:20][CH2:21][O:22][CH3:23])[CH:13]=1. (2) Given the reactants [C:1]([O:5][C:6]([N:8]1[CH2:13][CH2:12][N:11]2[C:14]([CH2:18][CH3:19])=[N:15][C:16](I)=[C:10]2[CH:9]1[CH2:20][CH2:21][C:22]1[CH:27]=[CH:26][C:25]([C:28]([F:31])([F:30])[F:29])=[CH:24][CH:23]=1)=[O:7])([CH3:4])([CH3:3])[CH3:2].C([Mg]Br)C.CN([CH:39]=[O:40])C.O, predict the reaction product. The product is: [C:1]([O:5][C:6]([N:8]1[CH2:13][CH2:12][N:11]2[C:14]([CH2:18][CH3:19])=[N:15][C:16]([CH:39]=[O:40])=[C:10]2[CH:9]1[CH2:20][CH2:21][C:22]1[CH:27]=[CH:26][C:25]([C:28]([F:31])([F:30])[F:29])=[CH:24][CH:23]=1)=[O:7])([CH3:4])([CH3:3])[CH3:2]. (3) Given the reactants [CH3:1][N:2]([CH3:29])[C:3](=[O:28])[C:4]1[CH:9]=[CH:8][C:7]([N:10]2[CH2:14][CH2:13][C@H:12]([NH:15][C@@H:16]([C:18]3[C:27]4[C:22](=[CH:23][CH:24]=[CH:25][CH:26]=4)[CH:21]=[CH:20][CH:19]=3)[CH3:17])[CH2:11]2)=[CH:6][CH:5]=1.[ClH:30], predict the reaction product. The product is: [ClH:30].[CH3:29][N:2]([CH3:1])[C:3](=[O:28])[C:4]1[CH:5]=[CH:6][C:7]([N:10]2[CH2:14][CH2:13][C@H:12]([NH:15][C@@H:16]([C:18]3[C:27]4[C:22](=[CH:23][CH:24]=[CH:25][CH:26]=4)[CH:21]=[CH:20][CH:19]=3)[CH3:17])[CH2:11]2)=[CH:8][CH:9]=1. (4) The product is: [Cl:1][C:2]1[C:3]([NH:20][CH2:28][C:29]([O:31][CH3:32])=[O:30])=[CH:4][S:5][C:6]=1[C:7]1[CH:12]=[CH:11][CH:10]=[C:9]([NH:13][CH:14]2[CH2:19][CH2:18][CH2:17][CH2:16][CH2:15]2)[CH:8]=1. Given the reactants [Cl:1][C:2]1[C:3]([NH2:20])=[CH:4][S:5][C:6]=1[C:7]1[CH:12]=[CH:11][CH:10]=[C:9]([NH:13][CH:14]2[CH2:19][CH2:18][CH2:17][CH2:16][CH2:15]2)[CH:8]=1.C([O-])([O-])=O.[K+].[K+].Br[CH2:28][C:29]([O:31][CH3:32])=[O:30], predict the reaction product. (5) The product is: [ClH:28].[C:2]1([C:1]([CH:9]2[CH2:13][CH2:12][NH:11][CH2:10]2)=[O:8])[CH:3]=[CH:4][CH:5]=[CH:6][CH:7]=1. Given the reactants [C:1]([CH:9]1[CH2:13][CH2:12][N:11](C(OC(C)(C)C)=O)[CH2:10]1)(=[O:8])[C:2]1[CH:7]=[CH:6][CH:5]=[CH:4][CH:3]=1.C(O)(C(F)(F)F)=O.[ClH:28], predict the reaction product. (6) The product is: [CH3:14][C:15]1[C:7]([C:1]2[CH:2]=[CH:3][CH:4]=[CH:5][CH:6]=2)=[N:8][N:9]([C:35]2[S:39][C:38]([C:40]([O:42][CH2:43][CH3:44])=[O:41])=[CH:37][CH:36]=2)[C:10]=1[C:11]1[CH:12]=[CH:13][CH:31]=[CH:26][CH:27]=1. Given the reactants [C:1]1([C:7]2[C:15]3[C:10](=[CH:11][CH:12]=[CH:13][CH:14]=3)[NH:9][N:8]=2)[CH:6]=[CH:5][CH:4]=[CH:3][CH:2]=1.P([O-])([O-])([O-])=O.[K+].[K+].[K+].CN(C)[C@H:26]1[CH2:31]CCC[C@@H:27]1N.Br[C:35]1[S:39][C:38]([C:40]([O:42][CH2:43][CH3:44])=[O:41])=[CH:37][CH:36]=1, predict the reaction product. (7) Given the reactants [CH3:1][C:2]1[CH:3]=[C:4]([C:33]2[CH:34]=[C:35]([CH:40]=[CH:41][CH:42]=2)[C:36]([O:38]C)=[O:37])[CH:5]=[CH:6][C:7]=1[O:8][C@@H:9]1[C@:14]([O:16][C:17](=[O:19])[CH3:18])([CH3:15])[C@@H:13]([O:20][C:21](=[O:23])[CH3:22])[C@H:12]([O:24][C:25](=[O:27])[CH3:26])[C@@H:11]([CH2:28][O:29][C:30](=[O:32])[CH3:31])[O:10]1.[OH-].[Na+].CC(OC(C)=O)=O, predict the reaction product. The product is: [CH3:1][C:2]1[CH:3]=[C:4]([C:33]2[CH:42]=[CH:41][CH:40]=[C:35]([C:36]([OH:38])=[O:37])[CH:34]=2)[CH:5]=[CH:6][C:7]=1[O:8][C@@H:9]1[C@:14]([O:16][C:17](=[O:19])[CH3:18])([CH3:15])[C@@H:13]([O:20][C:21](=[O:23])[CH3:22])[C@H:12]([O:24][C:25](=[O:27])[CH3:26])[C@@H:11]([CH2:28][O:29][C:30](=[O:32])[CH3:31])[O:10]1. (8) Given the reactants C(O)C(N)(CO)CO.CC(CC(C1C=[CH:21][C:20]([O:23]CCOCCO)=[CH:19][CH:18]=1)(C)C)(C)C.[F-].[Na+].C1(CS(F)(=O)=O)C=CC=CC=1.CC(C[C@H](NC(C)=O)C(N[C@H](C([NH:58][C@H:59]([C:67]([OH:69])=[O:68])[CH2:60][CH2:61][CH2:62]N=C(N)N)=O)CC(C)C)=O)C, predict the reaction product. The product is: [NH2:58][C@H:59]([C:67]([OH:69])=[O:68])[CH2:60][C:61]1[CH:62]=[CH:21][C:20]([OH:23])=[CH:19][CH:18]=1. (9) The product is: [I:1][CH2:4][CH2:5][CH2:6][N:7]1[C:11]2[CH:12]=[CH:13][CH:14]=[CH:15][C:10]=2[N:9]([CH3:16])[C:8]1=[O:17]. Given the reactants [I-:1].[Na+].Cl[CH2:4][CH2:5][CH2:6][N:7]1[C:11]2[CH:12]=[CH:13][CH:14]=[CH:15][C:10]=2[N:9]([CH3:16])[C:8]1=[O:17], predict the reaction product. (10) The product is: [F:3][C:4]1[CH:9]=[CH:8][C:7]([N:10]2[CH2:15][CH2:14][CH2:13][CH:12]([C:16]([OH:18])=[O:17])[C:11]2=[O:21])=[CH:6][CH:5]=1. Given the reactants [Li+].[OH-].[F:3][C:4]1[CH:9]=[CH:8][C:7]([N:10]2[CH2:15][CH2:14][CH2:13][CH:12]([C:16]([O:18]CC)=[O:17])[C:11]2=[O:21])=[CH:6][CH:5]=1.Cl, predict the reaction product.